The task is: Predict the reaction yield, written as a fraction of the theoretical maximum amount of product (1.0 means a 100% yield; for example, 0.34 means a 34% yield).. This data is from Reaction yield outcomes from USPTO patents with 853,638 reactions. (1) The reactants are [F:1][C:2]1[CH:3]=[C:4]([CH:14]=[CH:15][CH:16]=1)[CH2:5][N:6]1[CH:11]=[CH:10][C:9]([OH:12])=[CH:8][C:7]1=[O:13].N1C=CC=CC=1.[F:23][C:24]([F:37])([F:36])[S:25](O[S:25]([C:24]([F:37])([F:36])[F:23])(=[O:27])=[O:26])(=[O:27])=[O:26]. The catalyst is C(Cl)Cl. The product is [F:23][C:24]([F:37])([F:36])[S:25]([O:12][C:9]1[CH:10]=[CH:11][N:6]([CH2:5][C:4]2[CH:14]=[CH:15][CH:16]=[C:2]([F:1])[CH:3]=2)[C:7](=[O:13])[CH:8]=1)(=[O:27])=[O:26]. The yield is 0.900. (2) The yield is 0.920. The reactants are [CH:1]1([N:7]2[C:11](=[O:12])[N:10]([C:13]3[CH:18]=[CH:17][C:16]([N:19]4[CH2:24][CH2:23][N:22]([C:25]5[CH:30]=[CH:29][C:28]([O:31]C)=[CH:27][CH:26]=5)[CH2:21][CH2:20]4)=[CH:15][CH:14]=3)[CH:9]=[N:8]2)[CH2:6][CH2:5][CH2:4][CH2:3][CH2:2]1. The product is [CH:1]1([N:7]2[C:11](=[O:12])[N:10]([C:13]3[CH:18]=[CH:17][C:16]([N:19]4[CH2:20][CH2:21][N:22]([C:25]5[CH:26]=[CH:27][C:28]([OH:31])=[CH:29][CH:30]=5)[CH2:23][CH2:24]4)=[CH:15][CH:14]=3)[CH:9]=[N:8]2)[CH2:2][CH2:3][CH2:4][CH2:5][CH2:6]1. The catalyst is Br. (3) The catalyst is ClCCl.C([O-])(=O)C.[Cu+2].C([O-])(=O)C. The reactants are [O:1]=[C:2]1[CH:7]=[C:6]([CH2:8][NH:9][C:10](=[O:16])[O:11][C:12]([CH3:15])([CH3:14])[CH3:13])[CH:5]=[CH:4][NH:3]1.C[Sn](C)(C)[C:19]1[CH:24]=[CH:23][CH:22]=[CH:21][CH:20]=1.[F-].C([N+](CCCC)(CCCC)CCCC)CCC. The yield is 0.520. The product is [O:1]=[C:2]1[CH:7]=[C:6]([CH2:8][NH:9][C:10](=[O:16])[O:11][C:12]([CH3:13])([CH3:15])[CH3:14])[CH:5]=[CH:4][N:3]1[C:19]1[CH:24]=[CH:23][CH:22]=[CH:21][CH:20]=1. (4) The reactants are [CH:1]([C:3]1[C:15]([O:16][CH3:17])=[CH:14][C:6]([O:7][C:8]([CH3:13])([CH3:12])[C:9]([OH:11])=[O:10])=[C:5]([C:18]2[S:19][CH:20]=[CH:21][CH:22]=2)[CH:4]=1)=O.[C:23]([C:26]1[CH:34]=[CH:33][C:29]([C:30]([OH:32])=[O:31])=[CH:28][CH:27]=1)(=[O:25])[CH3:24].C[O-].[Li+].Cl. The catalyst is CN(C)C=O.CO.O. The product is [C:9]([C:8]([CH3:13])([O:7][C:6]1[C:5]([C:18]2[S:19][CH:20]=[CH:21][CH:22]=2)=[CH:4][C:3](/[CH:1]=[CH:24]/[C:23]([C:26]2[CH:34]=[CH:33][C:29]([C:30]([OH:32])=[O:31])=[CH:28][CH:27]=2)=[O:25])=[C:15]([O:16][CH3:17])[CH:14]=1)[CH3:12])([OH:11])=[O:10]. The yield is 0.900. (5) The reactants are [CH:1]([C:4]1[CH:9]=[CH:8][C:7]([C:10]2([CH3:22])[C:14]3[CH:15]=[C:16]([NH2:21])[C:17]([CH3:20])=[C:18]([CH3:19])[C:13]=3[O:12][CH2:11]2)=[CH:6][CH:5]=1)([CH3:3])[CH3:2]. The catalyst is C(OCC)(=O)C.CCCCCC. The product is [CH:1]([C:4]1[CH:9]=[CH:8][C:7]([C:10]2([CH3:22])[C:14]3[CH:15]=[C:16]([NH:21][C:13](=[O:12])[CH2:14][C:10]([CH3:22])([CH3:11])[CH3:7])[C:17]([CH3:20])=[C:18]([CH3:19])[C:13]=3[O:12][CH2:11]2)=[CH:6][CH:5]=1)([CH3:3])[CH3:2]. The yield is 0.590. (6) The reactants are I[C:2]1[CH:7]=[CH:6][C:5]([C:8]2([C:11]([F:14])([F:13])[F:12])[N:10]=[N:9]2)=[CH:4][CH:3]=1.CC1(C)C(C)(C)OB([C:23]2[CH:28]=[CH:27][C:26]([NH:29][C:30]([NH2:32])=[O:31])=[CH:25][CH:24]=2)O1. The catalyst is C(=O)([O-])[O-].[K+].[K+].CN(C)C=O.C1C=CC([P]([Pd]([P](C2C=CC=CC=2)(C2C=CC=CC=2)C2C=CC=CC=2)([P](C2C=CC=CC=2)(C2C=CC=CC=2)C2C=CC=CC=2)[P](C2C=CC=CC=2)(C2C=CC=CC=2)C2C=CC=CC=2)(C2C=CC=CC=2)C2C=CC=CC=2)=CC=1. The product is [F:12][C:11]([F:14])([F:13])[C:8]1([C:5]2[CH:6]=[CH:7][C:2]([C:23]3[CH:28]=[CH:27][C:26]([NH:29][C:30]([NH2:32])=[O:31])=[CH:25][CH:24]=3)=[CH:3][CH:4]=2)[N:10]=[N:9]1. The yield is 0.200. (7) The reactants are CN(C)CN(C)C.[C:8](OC(=O)C)(=O)C.[F:15][C:16]1[CH:21]=[CH:20][C:19]([S:22]([CH2:25][C:26]2[CH:31]=[CH:30][C:29]([C:32]([F:41])([C:37]([F:40])([F:39])[F:38])[C:33]([F:36])([F:35])[F:34])=[CH:28][CH:27]=2)(=[O:24])=[O:23])=[CH:18][C:17]=1[CH3:42]. The catalyst is CN(C)C=O.C(OCC)(=O)C. The product is [F:15][C:16]1[CH:21]=[CH:20][C:19]([S:22]([C:25]([C:26]2[CH:31]=[CH:30][C:29]([C:32]([F:41])([C:33]([F:35])([F:36])[F:34])[C:37]([F:38])([F:39])[F:40])=[CH:28][CH:27]=2)=[CH2:8])(=[O:23])=[O:24])=[CH:18][C:17]=1[CH3:42]. The yield is 0.470. (8) The reactants are [F:1][C:2]1[CH:7]=[C:6]([S:8][CH3:9])[CH:5]=[C:4]([F:10])[C:3]=1[C:11]1[N:16]=[C:15]([C:17]([O:19][CH3:20])=[O:18])[CH:14]=[CH:13][C:12]=1[F:21].S([O-])(O[O-])(=O)=[O:23].[K+].[K+]. The catalyst is C(Cl)Cl. The product is [F:1][C:2]1[CH:7]=[C:6]([S:8]([CH3:9])=[O:23])[CH:5]=[C:4]([F:10])[C:3]=1[C:11]1[N:16]=[C:15]([C:17]([O:19][CH3:20])=[O:18])[CH:14]=[CH:13][C:12]=1[F:21]. The yield is 0.230.